This data is from Catalyst prediction with 721,799 reactions and 888 catalyst types from USPTO. The task is: Predict which catalyst facilitates the given reaction. (1) Product: [Cl:12][C:7]1[CH:8]=[C:9]([Cl:11])[CH:10]=[C:3]([CH2:2][O:14][CH3:13])[C:4]=1[C:5]#[N:6]. The catalyst class is: 5. Reactant: Br[CH2:2][C:3]1[CH:10]=[C:9]([Cl:11])[CH:8]=[C:7]([Cl:12])[C:4]=1[C:5]#[N:6].[CH3:13][O-:14].[Na+]. (2) Product: [N+:17]([C:4]1[CH:3]=[C:2]([N:20]2[CH2:25][CH2:24][NH:23][CH2:22][CH2:21]2)[CH:7]=[CH:6][C:5]=1[S:8]([C:11]1[CH:16]=[CH:15][CH:14]=[CH:13][CH:12]=1)(=[O:10])=[O:9])([O-:19])=[O:18]. The catalyst class is: 291. Reactant: F[C:2]1[CH:7]=[CH:6][C:5]([S:8]([C:11]2[CH:16]=[CH:15][CH:14]=[CH:13][CH:12]=2)(=[O:10])=[O:9])=[C:4]([N+:17]([O-:19])=[O:18])[CH:3]=1.[NH:20]1[CH2:25][CH2:24][NH:23][CH2:22][CH2:21]1.C(=O)([O-])[O-].[K+].[K+].O. (3) Reactant: [Cl:1][C:2]1[C:3](F)=[C:4]([CH:6]=[CH:7][C:8]=1[Cl:9])[NH2:5].CCO[C:14]([S-:16])=[S:15].[K+].Cl. Product: [Cl:9][C:8]1[CH:7]=[CH:6][C:4]2[N:5]=[C:14]([SH:16])[S:15][C:3]=2[C:2]=1[Cl:1]. The catalyst class is: 35.